Dataset: Forward reaction prediction with 1.9M reactions from USPTO patents (1976-2016). Task: Predict the product of the given reaction. (1) Given the reactants [CH2:1]([O:8][C:9]1[C:10](I)=[N:11][C:12]([CH3:15])=[CH:13][CH:14]=1)[C:2]1[CH:7]=[CH:6][CH:5]=[CH:4][CH:3]=1.[CH:17]1[C:26]2[C:21](=[CH:22][CH:23]=[CH:24][CH:25]=2)[C:20](B(O)O)=[CH:19][N:18]=1, predict the reaction product. The product is: [CH3:15][C:12]1[N:11]=[C:10]([C:20]2[C:21]3[C:26](=[CH:25][CH:24]=[CH:23][CH:22]=3)[CH:17]=[N:18][CH:19]=2)[C:9]([O:8][CH2:1][C:2]2[CH:7]=[CH:6][CH:5]=[CH:4][CH:3]=2)=[CH:14][CH:13]=1. (2) Given the reactants [Cl:1][C:2]1[CH:7]=[C:6](Cl)[N:5]=[CH:4][N:3]=1.[CH3:9][C:10]1[CH:15]=[CH:14][C:13]([CH3:16])=[CH:12][C:11]=1B(O)O.C(=O)([O-])[O-].[Na+].[Na+], predict the reaction product. The product is: [Cl:1][C:2]1[CH:7]=[C:6]([C:11]2[CH:12]=[C:13]([CH3:16])[CH:14]=[CH:15][C:10]=2[CH3:9])[N:5]=[CH:4][N:3]=1. (3) Given the reactants Br[C:2]1[C:11]2[C:6](=[CH:7][CH:8]=[CH:9][CH:10]=2)[CH:5]=[C:4]([NH:12][C:13]([C:15]2([C:18]3[CH:28]=[CH:27][C:21]4[O:22][C:23]([F:26])([F:25])[O:24][C:20]=4[CH:19]=3)[CH2:17][CH2:16]2)=[O:14])[N:3]=1.CC1(C)C(C)(C)OC([C:37]2[CH:45]=[C:44]3[C:40]([CH2:41][NH:42][C:43]3=[O:46])=[CH:39][CH:38]=2)O1.C(=O)([O-])[O-].[Na+].[Na+], predict the reaction product. The product is: [F:25][C:23]1([F:26])[O:22][C:21]2[CH:27]=[CH:28][C:18]([C:15]3([C:13]([NH:12][C:4]4[N:3]=[C:2]([C:37]5[CH:45]=[C:44]6[C:40](=[CH:39][CH:38]=5)[CH2:41][NH:42][C:43]6=[O:46])[C:11]5[C:6]([CH:5]=4)=[CH:7][CH:8]=[CH:9][CH:10]=5)=[O:14])[CH2:17][CH2:16]3)=[CH:19][C:20]=2[O:24]1. (4) Given the reactants C[Si]([N-][Si](C)(C)C)(C)C.[K+].F[C:12]1[CH:17]=[CH:16][C:15]([O:18][CH3:19])=[CH:14][CH:13]=1.[C:20](#[N:24])[CH:21]([CH3:23])[CH3:22].Cl, predict the reaction product. The product is: [CH3:19][O:18][C:15]1[CH:16]=[CH:17][C:12]([C:21]([CH3:23])([CH3:22])[C:20]#[N:24])=[CH:13][CH:14]=1. (5) Given the reactants FC(F)(F)C(O)=O.C(OC([NH:15][C:16]1[CH:24]=[CH:23][CH:22]=[C:21]2[C:17]=1[CH:18]=[CH:19][N:20]2[C:25]([C:32]1[CH:37]=[CH:36][C:35]([Cl:38])=[CH:34][CH:33]=1)([CH2:30][CH3:31])[C:26]([O:28][CH3:29])=[O:27])=O)(C)(C)C, predict the reaction product. The product is: [NH2:15][C:16]1[CH:24]=[CH:23][CH:22]=[C:21]2[C:17]=1[CH:18]=[CH:19][N:20]2[C:25]([C:32]1[CH:33]=[CH:34][C:35]([Cl:38])=[CH:36][CH:37]=1)([CH2:30][CH3:31])[C:26]([O:28][CH3:29])=[O:27]. (6) Given the reactants [C:1](O)(=[O:3])C.[CH3:5][N:6]([CH2:8][CH:9]1[CH2:18][C:17]2[C:12](=[CH:13][C:14]([NH:19][C:20]([C:22]3[CH:27]=[CH:26][C:25]([C:28]4[CH:33]=[CH:32][CH:31]=[CH:30][CH:29]=4)=[CH:24][CH:23]=3)=[O:21])=[CH:15][CH:16]=2)[NH:11][CH2:10]1)[CH3:7].C(=O)([O-])[O-].[K+].[K+], predict the reaction product. The product is: [CH3:7][N:6]([CH2:8][CH:9]1[CH2:18][C:17]2[C:12](=[CH:13][C:14]([NH:19][C:20]([C:22]3[CH:23]=[CH:24][C:25]([C:28]4[CH:33]=[CH:32][CH:31]=[CH:30][CH:29]=4)=[CH:26][CH:27]=3)=[O:21])=[CH:15][CH:16]=2)[N:11]([CH:1]=[O:3])[CH2:10]1)[CH3:5]. (7) Given the reactants C(OC(=O)[NH:7][C:8]1[S:9][C:10]([C:34]2[CH:39]=[CH:38][CH:37]=[CH:36][CH:35]=2)=[CH:11][C:12]=1[C:13]([N:15]1[CH2:20][CH2:19][CH:18]([N:21]2[CH2:33][C:25]3([C:29](=[O:30])[O:28][C:27]([CH3:32])([CH3:31])[CH2:26]3)[O:24][CH2:23][CH2:22]2)[CH2:17][CH2:16]1)=[O:14])(C)(C)C.C(=O)([O-])O.[Na+], predict the reaction product. The product is: [NH2:7][C:8]1[S:9][C:10]([C:34]2[CH:35]=[CH:36][CH:37]=[CH:38][CH:39]=2)=[CH:11][C:12]=1[C:13]([N:15]1[CH2:16][CH2:17][CH:18]([N:21]2[CH2:33][C:25]3([C:29](=[O:30])[O:28][C:27]([CH3:31])([CH3:32])[CH2:26]3)[O:24][CH2:23][CH2:22]2)[CH2:19][CH2:20]1)=[O:14]. (8) Given the reactants C(OC(=O)[NH:7][C@@H:8]1[C:16]2[C:11](=[CH:12][CH:13]=[CH:14][CH:15]=2)[CH2:10][C@H:9]1[NH:17][C:18]([C:20]1[NH:24][C:23]2[S:25][C:26]([Cl:28])=[CH:27][C:22]=2[CH:21]=1)=[O:19])(C)(C)C.C(O)(C(F)(F)F)=O, predict the reaction product. The product is: [NH2:7][C@@H:8]1[C:16]2[C:11](=[CH:12][CH:13]=[CH:14][CH:15]=2)[CH2:10][C@H:9]1[NH:17][C:18]([C:20]1[NH:24][C:23]2[S:25][C:26]([Cl:28])=[CH:27][C:22]=2[CH:21]=1)=[O:19]. (9) The product is: [CH3:36][N:37]1[CH:41]=[C:40]([C:19]2[CH:20]=[C:13]3[C:14]([C:15]([NH:35][C@H:31]4[CH2:33][CH2:34][NH:29][CH2:30]4)=[N:16][C:5]([C:4]4[CH:8]=[CH:9][CH:10]=[CH:11][C:3]=4[OH:2])=[N:12]3)=[CH:17][CH:18]=2)[CH:39]=[N:38]1. Given the reactants C[O:2][C:3]1[CH:11]=[CH:10][CH:9]=[CH:8][C:4]=1[C:5](Cl)=O.[NH2:12][C:13]1[CH:20]=[C:19](Br)[CH:18]=[CH:17][C:14]=1[C:15]#[N:16].C(OC([N:29]1[CH2:34][CH2:33]C[C@H:31]([NH2:35])[CH2:30]1)=O)(C)(C)C.[CH3:36][N:37]1[CH:41]=[C:40](B2OC(C)(C)C(C)(C)O2)[CH:39]=[N:38]1, predict the reaction product. (10) Given the reactants [N:1]1[CH:6]=[CH:5][CH:4]=[CH:3][C:2]=1[NH:7][CH2:8][C:9]1([C:15]2[CH:20]=[CH:19][C:18]([OH:21])=[CH:17][CH:16]=2)[CH2:14][CH2:13][O:12][CH2:11][CH2:10]1.[CH2:22]([N:24]1[CH2:29][CH2:28][CH:27](O)[CH2:26][CH2:25]1)[CH3:23].C1(P(C2C=CC=CC=2)C2C=CC=CC=2)C=CC=CC=1.N(C(OC(C)C)=O)=NC(OC(C)C)=O, predict the reaction product. The product is: [CH2:22]([N:24]1[CH2:29][CH2:28][CH:27]([O:21][C:18]2[CH:19]=[CH:20][C:15]([C:9]3([CH2:8][NH:7][C:2]4[CH:3]=[CH:4][CH:5]=[CH:6][N:1]=4)[CH2:10][CH2:11][O:12][CH2:13][CH2:14]3)=[CH:16][CH:17]=2)[CH2:26][CH2:25]1)[CH3:23].